Dataset: Peptide-MHC class II binding affinity with 134,281 pairs from IEDB. Task: Regression. Given a peptide amino acid sequence and an MHC pseudo amino acid sequence, predict their binding affinity value. This is MHC class II binding data. (1) The peptide sequence is SQDLELSWNLNGCQAY. The MHC is HLA-DQA10101-DQB10501 with pseudo-sequence HLA-DQA10101-DQB10501. The binding affinity (normalized) is 0.755. (2) The peptide sequence is KFDALSGSQEVEFIG. The MHC is HLA-DQA10102-DQB10501 with pseudo-sequence HLA-DQA10102-DQB10501. The binding affinity (normalized) is 0.319. (3) The peptide sequence is SEGFIHEFGHAVDDYAGYLL. The MHC is DRB1_0701 with pseudo-sequence DRB1_0701. The binding affinity (normalized) is 0.549. (4) The peptide sequence is KLPWKNESSIKVIKQ. The MHC is DRB1_0101 with pseudo-sequence DRB1_0101. The binding affinity (normalized) is 0.498. (5) The peptide sequence is DKFTVFEAAFNDAIK. The MHC is DRB4_0101 with pseudo-sequence DRB4_0103. The binding affinity (normalized) is 0.307.